This data is from Full USPTO retrosynthesis dataset with 1.9M reactions from patents (1976-2016). The task is: Predict the reactants needed to synthesize the given product. (1) Given the product [Cl:1][C:2]1[CH:3]=[CH:4][C:5]([O:29][CH:30]([F:32])[F:31])=[C:6]([C:8]2[C:12]([NH:13][C:14]([C:16]3[CH:17]=[N:18][N:19]4[CH:24]=[CH:23][CH:22]=[N:21][C:20]=34)=[O:15])=[CH:11][N:10]([CH2:25][C:26](=[O:28])[N:48]3[CH2:49][CH2:50][N:45]([CH:43]([CH3:44])[CH3:42])[CH2:46][CH2:47]3)[N:9]=2)[CH:7]=1, predict the reactants needed to synthesize it. The reactants are: [Cl:1][C:2]1[CH:3]=[CH:4][C:5]([O:29][CH:30]([F:32])[F:31])=[C:6]([C:8]2[C:12]([NH:13][C:14]([C:16]3[CH:17]=[N:18][N:19]4[CH:24]=[CH:23][CH:22]=[N:21][C:20]=34)=[O:15])=[CH:11][N:10]([CH2:25][C:26]([OH:28])=O)[N:9]=2)[CH:7]=1.CCN(C(C)C)C(C)C.[CH3:42][CH:43]([N:45]1[CH2:50][CH2:49][NH:48][CH2:47][CH2:46]1)[CH3:44].CN(C(ON1N=NC2C=CC=NC1=2)=[N+](C)C)C.F[P-](F)(F)(F)(F)F. (2) Given the product [CH3:18][O:17][C:3]1[C:2]([C:24]2[S:25][CH:26]=[CH:27][CH:28]=2)=[CH:11][C:10]2[N:9]=[C:8]([C:26]3[S:25][CH:24]=[CH:28][CH:27]=3)[CH:7]=[N:6][C:5]=2[C:4]=1[C:13]([O:15][CH3:16])=[O:14], predict the reactants needed to synthesize it. The reactants are: Br[C:2]1[C:3]([O:17][CH3:18])=[C:4]([C:13]([O:15][CH3:16])=[O:14])[C:5]2[N:6]=[CH:7][C:8](Cl)=[N:9][C:10]=2[CH:11]=1.C([Sn](CCCC)(CCCC)[C:24]1[S:25][CH:26]=[CH:27][CH:28]=1)CCC. (3) Given the product [CH3:13][O:12][C:11]1[CH:2]=[C:3]2[C:8](=[CH:9][CH:10]=1)[CH:7]=[N:6][CH:5]=[C:4]2[CH2:14][C:15]([OH:17])=[O:16], predict the reactants needed to synthesize it. The reactants are: Cl[C:2]1[C:11]([O:12][CH3:13])=[CH:10][CH:9]=[C:8]2[C:3]=1[C:4]([CH2:14][C:15]([OH:17])=[O:16])=[CH:5][N:6]=[CH:7]2. (4) The reactants are: [Sn].[CH3:2][O:3][C:4]1[C:5]([N+:16]([O-])=O)=[C:6]2[C:10](=[CH:11][CH:12]=1)[N:9]([CH3:13])[CH:8]=[C:7]2[CH:14]=[O:15].Cl. Given the product [NH2:16][C:5]1[C:4]([O:3][CH3:2])=[CH:12][CH:11]=[C:10]2[C:6]=1[C:7]([CH:14]=[O:15])=[CH:8][N:9]2[CH3:13], predict the reactants needed to synthesize it.